This data is from Catalyst prediction with 721,799 reactions and 888 catalyst types from USPTO. The task is: Predict which catalyst facilitates the given reaction. (1) Reactant: [N:1]1[C:10]2[C:5](=[CH:6][CH:7]=[CH:8][CH:9]=2)[C:4](B(O)O)=[CH:3][CH:2]=1.FC(F)(F)S(O[C:20]1[C@@:24]2([CH3:42])[CH2:25][CH2:26][C@H:27]3[C@H:36]([C@@H:23]2[CH2:22][CH:21]=1)[CH2:35][CH:34]=[C:33]1[C@:28]3([CH3:41])[CH2:29][CH2:30][C:31](=[O:40])[N:32]1[CH:37]1[CH2:39][CH2:38]1)(=O)=O. Product: [CH:37]1([N:32]2[C:33]3[C@@:28]([CH3:41])([C@H:27]4[CH2:26][CH2:25][C@@:24]5([CH3:42])[C@@H:23]([CH2:22][CH:21]=[C:20]5[C:3]5[CH:2]=[N:1][C:10]6[C:5]([CH:4]=5)=[CH:6][CH:7]=[CH:8][CH:9]=6)[C@@H:36]4[CH2:35][CH:34]=3)[CH2:29][CH2:30][C:31]2=[O:40])[CH2:38][CH2:39]1. The catalyst class is: 184. (2) Reactant: Br[C:2]1[CH:3]=[C:4]([CH:6]=[CH:7][CH:8]=1)[NH2:5].[F:9][C:10]1[CH:15]=[C:14]([F:16])[CH:13]=[CH:12][C:11]=1B(O)O.C([O-])([O-])=O.[Na+].[Na+]. Product: [F:9][C:10]1[CH:15]=[C:14]([F:16])[CH:13]=[CH:12][C:11]=1[C:2]1[CH:8]=[CH:7][CH:6]=[C:4]([NH2:5])[CH:3]=1. The catalyst class is: 108. (3) Reactant: [CH3:1][C:2]1[CH:7]=[C:6]([N+:8]([O-:10])=[O:9])[CH:5]=[CH:4][C:3]=1[OH:11].C(=O)([O-])[O-].[Cs+].[Cs+].[I-].[K+].Cl[CH2:21][CH2:22][N:23]1[CH2:27][CH2:26][CH2:25][CH2:24]1. Product: [CH3:1][C:2]1[CH:7]=[C:6]([N+:8]([O-:10])=[O:9])[CH:5]=[CH:4][C:3]=1[O:11][CH2:21][CH2:22][N:23]1[CH2:27][CH2:26][CH2:25][CH2:24]1. The catalyst class is: 10. (4) Reactant: [Cl:1][C:2]1[CH:7]=[CH:6][C:5]([NH:8][S:9]([C:12]2[CH:17]=[CH:16][C:15]([O:18][CH3:19])=[C:14]([O:20][CH3:21])[CH:13]=2)(=[O:11])=[O:10])=[C:4]([CH:22]([C:24]2[CH:29]=[CH:28][CH:27]=[CH:26][C:25]=2[Cl:30])[OH:23])[CH:3]=1.[H-].[Na+].Br[CH2:34][C:35]([O:37][CH2:38][CH3:39])=[O:36]. Product: [Cl:1][C:2]1[CH:7]=[CH:6][C:5]([N:8]([S:9]([C:12]2[CH:17]=[CH:16][C:15]([O:18][CH3:19])=[C:14]([O:20][CH3:21])[CH:13]=2)(=[O:10])=[O:11])[CH2:34][C:35]([O:37][CH2:38][CH3:39])=[O:36])=[C:4]([CH:22]([C:24]2[CH:29]=[CH:28][CH:27]=[CH:26][C:25]=2[Cl:30])[OH:23])[CH:3]=1. The catalyst class is: 39. (5) The catalyst class is: 17. Reactant: [CH2:1]([O:3][C:4]([C:6]1[NH:7][C:8]2[C:13]([CH:14]=1)=[CH:12][CH:11]=[C:10]([O:15][C:16]1[CH:21]=[CH:20][C:19]([NH2:22])=[CH:18][N:17]=1)[CH:9]=2)=[O:5])[CH3:2].[C:23](OC(=O)C)(=[O:25])[CH3:24].O. Product: [CH2:1]([O:3][C:4]([C:6]1[NH:7][C:8]2[C:13]([CH:14]=1)=[CH:12][CH:11]=[C:10]([O:15][C:16]1[CH:21]=[CH:20][C:19]([NH:22][C:23](=[O:25])[CH3:24])=[CH:18][N:17]=1)[CH:9]=2)=[O:5])[CH3:2]. (6) Reactant: [F:1][C:2]1[CH:7]=[C:6]([F:8])[CH:5]=[CH:4][C:3]=1[C:9]1[N:13]([CH2:14][CH2:15][NH2:16])[N:12]=[CH:11][C:10]=1[C:17]1[CH:18]=[CH:19][C:20]2[N:21]([C:23]([CH:26]([CH3:28])[CH3:27])=[N:24][N:25]=2)[N:22]=1.[C:29]1([C@@H:35]2[CH2:37][C@H:36]2[N:38]=[C:39]=[O:40])[CH:34]=[CH:33][CH:32]=[CH:31][CH:30]=1. Product: [F:1][C:2]1[CH:7]=[C:6]([F:8])[CH:5]=[CH:4][C:3]=1[C:9]1[N:13]([CH2:14][CH2:15][NH:16][C:39]([NH:38][CH:36]2[CH2:37][CH:35]2[C:29]2[CH:34]=[CH:33][CH:32]=[CH:31][CH:30]=2)=[O:40])[N:12]=[CH:11][C:10]=1[C:17]1[CH:18]=[CH:19][C:20]2[N:21]([C:23]([CH:26]([CH3:28])[CH3:27])=[N:24][N:25]=2)[N:22]=1. The catalyst class is: 2. (7) Reactant: [CH3:1][S:2]([C:5]1[CH:10]=[C:9]([C@@H:11]([NH:13]S(C(C)(C)C)=O)[CH3:12])[CH:8]=[CH:7][N:6]=1)(=[O:4])=[O:3].[ClH:20].O1CCOCC1. Product: [ClH:20].[CH3:1][S:2]([C:5]1[CH:10]=[C:9]([C@@H:11]([NH2:13])[CH3:12])[CH:8]=[CH:7][N:6]=1)(=[O:4])=[O:3]. The catalyst class is: 5. (8) Reactant: [CH3:1][C:2]1[N:3]=[C:4]([NH:7][C:8]2[CH:13]=[C:12]([O:14][C:15]3[CH:23]=[CH:22][CH:21]=[CH:20][C:16]=3[C:17]([OH:19])=O)[CH:11]=[CH:10][N:9]=2)[S:5][CH:6]=1.[CH2:24]([N:26]([CH2:29][CH3:30])[CH2:27][CH3:28])[CH3:25].C([Cl:36])(=O)OCC.[N:37]1CCCC=1CCN. Product: [ClH:36].[ClH:36].[CH3:1][C:2]1[N:3]=[C:4]([NH:7][C:8]2[CH:13]=[C:12]([O:14][C:15]3[CH:23]=[CH:22][CH:21]=[CH:20][C:16]=3[C:17]([NH:37][CH2:25][CH2:24][N:26]3[CH2:29][CH2:30][CH2:28][CH2:27]3)=[O:19])[CH:11]=[CH:10][N:9]=2)[S:5][CH:6]=1. The catalyst class is: 1. (9) Reactant: [Br:1][C:2]1[CH:8]=[CH:7][C:5]([NH2:6])=[CH:4][CH:3]=1.N1C=CC=CC=1.[F:15][C:16]1[CH:24]=[CH:23][CH:22]=[C:21]([F:25])[C:17]=1[C:18](Cl)=[O:19]. Product: [Br:1][C:2]1[CH:8]=[CH:7][C:5]([NH:6][C:18](=[O:19])[C:17]2[C:16]([F:15])=[CH:24][CH:23]=[CH:22][C:21]=2[F:25])=[CH:4][CH:3]=1. The catalyst class is: 2.